From a dataset of Cav3 T-type calcium channel HTS with 100,875 compounds. Binary Classification. Given a drug SMILES string, predict its activity (active/inactive) in a high-throughput screening assay against a specified biological target. (1) The drug is S(c1n(c(nn1)C(O)c1ccccc1)CC=C)CC(=O)Nc1c(n(nc1C)Cc1ccccc1)C. The result is 0 (inactive). (2) The compound is S(=O)(=O)(NCCC(=O)NC1CCCc2c1cccc2)c1cc2CCN(c2cc1)C(=O)CC. The result is 0 (inactive). (3) The molecule is O(C(=O)c1cc(NC(=O)/C=C\c2cc([N+]([O-])=O)ccc2)ccc1)CC. The result is 0 (inactive). (4) The compound is s1c(NCc2occc2)nc(c2cc(c(OC)cc2)C)c1. The result is 0 (inactive). (5) The compound is O1CCN(CCn2c3c(n(c2=N)CC(O)COc2c(cccc2)C)cccc3)CC1. The result is 0 (inactive). (6) The result is 0 (inactive). The compound is O(c1cc2c(c(=O)n(cc2C(=O)NCC(OC)=O)CC)cc1OC)C.